Dataset: Reaction yield outcomes from USPTO patents with 853,638 reactions. Task: Predict the reaction yield, written as a fraction of the theoretical maximum amount of product (1.0 means a 100% yield; for example, 0.34 means a 34% yield). (1) The reactants are [NH:1]1[CH:5]=[C:4]([C:6]([O:8][CH3:9])=[O:7])[C:3]([C:10]([O:12][CH3:13])=[O:11])=[N:2]1.[H-].[Na+].CI.[CH3:18]COC(C)=O. The catalyst is C1COCC1.O. The product is [CH3:18][N:1]1[CH:5]=[C:4]([C:6]([O:8][CH3:9])=[O:7])[C:3]([C:10]([O:12][CH3:13])=[O:11])=[N:2]1. The yield is 0.720. (2) The reactants are Br[CH2:2][C:3]1[S:7][CH:6]=[N:5][C:4]=1[C:8](=[O:10])[CH3:9].[SH:11][C:12]1[N:17]=[C:16]([OH:18])[CH:15]=[C:14]([C:19]([F:22])([F:21])[F:20])[N:13]=1.C(N(CC)CC)C. The catalyst is C(O)C. The product is [C:8]([C:4]1[N:5]=[CH:6][S:7][C:3]=1[CH2:2][S:11][C:12]1[N:17]=[C:16]([OH:18])[CH:15]=[C:14]([C:19]([F:22])([F:20])[F:21])[N:13]=1)(=[O:10])[CH3:9]. The yield is 0.340. (3) The reactants are [CH3:1][C:2]1[CH:3]=[CH:4][C:5]2[O:10][CH2:9][C:8](=[O:11])[N:7]([CH2:12][CH2:13][N:14]3[CH2:19][CH2:18][CH:17]([NH:20]C(=O)OC(C)(C)C)[CH2:16][CH2:15]3)[C:6]=2[CH:28]=1.NC1CCN(CCN2C3C(=CC=C(C#N)C=3)C=CC2=O)CC1. No catalyst specified. The product is [NH2:20][CH:17]1[CH2:18][CH2:19][N:14]([CH2:13][CH2:12][N:7]2[C:6]3[CH:28]=[C:2]([CH3:1])[CH:3]=[CH:4][C:5]=3[O:10][CH2:9][C:8]2=[O:11])[CH2:15][CH2:16]1. The yield is 1.00. (4) The reactants are [OH:1][C:2]1[CH:11]=[CH:10][C:5]([C:6]([O:8][CH3:9])=[O:7])=[CH:4][CH:3]=1.C(=O)([O-])[O-].[K+].[K+].CC(C)=O.[CH2:22](Br)[CH2:23][CH2:24][CH2:25][CH2:26][CH2:27][CH2:28][CH3:29]. The catalyst is C(OCC)(=O)C. The product is [CH2:22]([O:1][C:2]1[CH:3]=[CH:4][C:5]([C:6]([O:8][CH3:9])=[O:7])=[CH:10][CH:11]=1)[CH2:23][CH2:24][CH2:25][CH2:26][CH2:27][CH2:28][CH3:29]. The yield is 0.860. (5) The reactants are [N-:1]=[N+:2]=[N-:3].[Na+].[CH3:5][O:6][C:7]1[CH:8]=[C:9]([C:15](=[O:23])[CH:16]=[CH:17][C:18]([O:20][CH2:21][CH3:22])=[O:19])[CH:10]=[CH:11][C:12]=1[O:13][CH3:14].N([O-])=O.[Na+].Cl. The catalyst is CN(C)C=O.[Fe](Cl)(Cl)Cl.O. The product is [CH3:5][O:6][C:7]1[CH:8]=[C:9]([CH:10]=[CH:11][C:12]=1[O:13][CH3:14])[C:15]([C:16]1[NH:3][N:2]=[N:1][C:17]=1[C:18]([O:20][CH2:21][CH3:22])=[O:19])=[O:23]. The yield is 0.880. (6) The reactants are [Br:1][C:2]1[CH:3]=[C:4]([NH:13][CH:14]2[CH2:19][CH2:18][O:17][CH2:16][CH2:15]2)[C:5]([CH3:12])=[C:6]([CH:11]=1)[C:7]([O:9][CH3:10])=[O:8].[C:20](O)([C:22]([F:25])([F:24])[F:23])=O.[BH4-].[Na+].[OH-].[Na+]. The catalyst is Cl. The product is [Br:1][C:2]1[CH:3]=[C:4]([N:13]([CH:14]2[CH2:19][CH2:18][O:17][CH2:16][CH2:15]2)[CH2:20][C:22]([F:25])([F:24])[F:23])[C:5]([CH3:12])=[C:6]([CH:11]=1)[C:7]([O:9][CH3:10])=[O:8]. The yield is 0.910. (7) The yield is 0.360. The catalyst is CN(C=O)C. The reactants are [CH2:1]([O:8][C:9]1[CH:18]=[C:17]2[C:12]([C:13](Cl)=[CH:14][CH:15]=[N:16]2)=[CH:11][C:10]=1[O:20][CH3:21])[C:2]1[CH:7]=[CH:6][CH:5]=[CH:4][CH:3]=1.[OH:22][C:23]1[CH:28]=[CH:27][C:26]([NH:29][C:30]([C:32]2[S:33][CH:34]=[CH:35][CH:36]=2)=[O:31])=[CH:25][CH:24]=1.C(Cl)Cl.[OH-].[Na+]. The product is [CH2:1]([O:8][C:9]1[CH:18]=[C:17]2[C:12]([C:13]([O:22][C:23]3[CH:24]=[CH:25][C:26]([NH:29][C:30]([C:32]4[S:33][CH:34]=[CH:35][CH:36]=4)=[O:31])=[CH:27][CH:28]=3)=[CH:14][CH:15]=[N:16]2)=[CH:11][C:10]=1[O:20][CH3:21])[C:2]1[CH:7]=[CH:6][CH:5]=[CH:4][CH:3]=1. (8) The reactants are [N+:1]([C:4]1[CH:5]=[C:6](O)[CH:7]=[CH:8][CH:9]=1)([O-:3])=[O:2].ClC[C:13]1[O:17][C:16]([C:18]([O:20][CH3:21])=[O:19])=[CH:15][CH:14]=1.[C:22]([O-])([O-])=[O:23].[K+].[K+]. The catalyst is CC(C)=O.O. The product is [N+:1]([C:4]1[CH:5]=[CH:6][C:7]([O:23][CH2:22][C:14]2[CH:15]=[C:16]([C:18]([O:20][CH3:21])=[O:19])[O:17][CH:13]=2)=[CH:8][CH:9]=1)([O-:3])=[O:2]. The yield is 0.900. (9) The reactants are Br[C:2]1[CH:3]=[C:4]([NH:14][C:15](=[O:22])[C:16]2[CH:21]=[CH:20][CH:19]=[N:18][CH:17]=2)[CH:5]=[N:6][C:7]=1[O:8][CH2:9][C:10]([F:13])([F:12])[F:11].C1(C)C=CC=CC=1.[Cl:30][C:31]1[CH:36]=[CH:35][C:34](B(O)O)=[CH:33][C:32]=1[CH3:40].C(=O)([O-])[O-].[Na+].[Na+]. The catalyst is C(OCC)(=O)C.C1C=CC(P(C2C=CC=CC=2)[C-]2C=CC=C2)=CC=1.C1C=CC(P(C2C=CC=CC=2)[C-]2C=CC=C2)=CC=1.Cl[Pd]Cl.[Fe+2]. The product is [Cl:30][C:31]1[CH:36]=[CH:35][C:34]([C:2]2[CH:3]=[C:4]([NH:14][C:15](=[O:22])[C:16]3[CH:21]=[CH:20][CH:19]=[N:18][CH:17]=3)[CH:5]=[N:6][C:7]=2[O:8][CH2:9][C:10]([F:13])([F:12])[F:11])=[CH:33][C:32]=1[CH3:40]. The yield is 0.980. (10) The reactants are [NH2:1][C:2]1[CH:29]=[CH:28][C:5]([O:6][C:7]2[N:12]=[CH:11][N:10]=[C:9]([NH:13][C:14]([N:16]3[CH2:21][CH2:20][CH:19]([CH2:22][N:23]4[CH2:27][CH2:26][CH2:25][CH2:24]4)[CH2:18][CH2:17]3)=[O:15])[CH:8]=2)=[C:4]([F:30])[CH:3]=1.[C@]12(CS(O)(=O)=O)C(C)(C)C(CC1)CC2=O.[C:46]1([CH2:52][C:53]([N:55]=[C:56]=[S:57])=[O:54])[CH:51]=[CH:50][CH:49]=[CH:48][CH:47]=1.C(OCC)C. The catalyst is C(O)C.C1(C)C=CC=CC=1.CCCCCC. The product is [F:30][C:4]1[CH:3]=[C:2]([NH:1][C:56]([NH:55][C:53](=[O:54])[CH2:52][C:46]2[CH:47]=[CH:48][CH:49]=[CH:50][CH:51]=2)=[S:57])[CH:29]=[CH:28][C:5]=1[O:6][C:7]1[N:12]=[CH:11][N:10]=[C:9]([NH:13][C:14]([N:16]2[CH2:21][CH2:20][CH:19]([CH2:22][N:23]3[CH2:27][CH2:26][CH2:25][CH2:24]3)[CH2:18][CH2:17]2)=[O:15])[CH:8]=1. The yield is 0.264.